Regression. Given two drug SMILES strings and cell line genomic features, predict the synergy score measuring deviation from expected non-interaction effect. From a dataset of NCI-60 drug combinations with 297,098 pairs across 59 cell lines. (1) Drug 1: CC1=C2C(C(=O)C3(C(CC4C(C3C(C(C2(C)C)(CC1OC(=O)C(C(C5=CC=CC=C5)NC(=O)OC(C)(C)C)O)O)OC(=O)C6=CC=CC=C6)(CO4)OC(=O)C)OC)C)OC. Drug 2: C1=C(C(=O)NC(=O)N1)N(CCCl)CCCl. Cell line: MDA-MB-231. Synergy scores: CSS=37.3, Synergy_ZIP=-4.04, Synergy_Bliss=-5.45, Synergy_Loewe=-4.69, Synergy_HSA=0.704. (2) Drug 1: CC1=C2C(C(=O)C3(C(CC4C(C3C(C(C2(C)C)(CC1OC(=O)C(C(C5=CC=CC=C5)NC(=O)OC(C)(C)C)O)O)OC(=O)C6=CC=CC=C6)(CO4)OC(=O)C)O)C)O. Drug 2: CNC(=O)C1=NC=CC(=C1)OC2=CC=C(C=C2)NC(=O)NC3=CC(=C(C=C3)Cl)C(F)(F)F. Cell line: T-47D. Synergy scores: CSS=9.73, Synergy_ZIP=7.04, Synergy_Bliss=8.53, Synergy_Loewe=0.613, Synergy_HSA=0.832. (3) Drug 1: CC1=C2C(C(=O)C3(C(CC4C(C3C(C(C2(C)C)(CC1OC(=O)C(C(C5=CC=CC=C5)NC(=O)C6=CC=CC=C6)O)O)OC(=O)C7=CC=CC=C7)(CO4)OC(=O)C)O)C)OC(=O)C. Drug 2: C1=CC=C(C=C1)NC(=O)CCCCCCC(=O)NO. Cell line: SK-MEL-5. Synergy scores: CSS=29.9, Synergy_ZIP=-2.88, Synergy_Bliss=-4.83, Synergy_Loewe=-13.1, Synergy_HSA=-4.47.